Dataset: Catalyst prediction with 721,799 reactions and 888 catalyst types from USPTO. Task: Predict which catalyst facilitates the given reaction. (1) Reactant: [NH2:1][C:2]1[NH:3][C:4](=[S:16])[C:5]([C:14]#[N:15])=[C:6]([C:8]2[CH:13]=[CH:12][CH:11]=[CH:10][CH:9]=2)[N:7]=1.Cl[CH2:18][CH2:19][S:20][CH3:21].CC[O-].[Na+]. Product: [NH2:1][C:2]1[N:3]=[C:4]([S:16][CH2:18][CH2:19][S:20][CH3:21])[C:5]([C:14]#[N:15])=[C:6]([C:8]2[CH:13]=[CH:12][CH:11]=[CH:10][CH:9]=2)[N:7]=1. The catalyst class is: 8. (2) Reactant: [F:1][C:2]([F:38])([F:37])[O:3][C:4]1[CH:9]=[CH:8][C:7]([NH:10][C:11]2[N:16]=[CH:15][C:14]([CH2:17][O:18][C:19]3[CH:36]=[CH:35][C:22]4[N:23]([CH2:27][O:28]CC[Si](C)(C)C)[C:24](=[O:26])[O:25][C:21]=4[CH:20]=3)=[CH:13][N:12]=2)=[CH:6][CH:5]=1.C(O)(C(F)(F)F)=O. Product: [OH:28][CH2:27][N:23]1[C:22]2[CH:35]=[CH:36][C:19]([O:18][CH2:17][C:14]3[CH:13]=[N:12][C:11]([NH:10][C:7]4[CH:8]=[CH:9][C:4]([O:3][C:2]([F:38])([F:1])[F:37])=[CH:5][CH:6]=4)=[N:16][CH:15]=3)=[CH:20][C:21]=2[O:25][C:24]1=[O:26]. The catalyst class is: 2. (3) Reactant: [Cl-].O[NH3+:3].[C:4](=[O:7])([O-])[OH:5].[Na+].CS(C)=O.[F:13][C:14]1[CH:15]=[C:16]([C:47]2[C:48]([C:53]#[N:54])=[CH:49][CH:50]=[CH:51][CH:52]=2)[CH:17]=[CH:18][C:19]=1[CH2:20][C:21]1[C:22](=[O:46])[N:23]([C@H:33]2[CH2:38][CH2:37][C@H:36]([O:39][CH2:40][C:41]3([OH:45])[CH2:44][CH2:43][CH2:42]3)[CH2:35][CH2:34]2)[C:24]2[N:25]([N:30]=[CH:31][N:32]=2)[C:26]=1[CH2:27][CH2:28][CH3:29]. Product: [F:13][C:14]1[CH:15]=[C:16]([C:47]2[CH:52]=[CH:51][CH:50]=[CH:49][C:48]=2[C:53]2[NH:3][C:4](=[O:7])[O:5][N:54]=2)[CH:17]=[CH:18][C:19]=1[CH2:20][C:21]1[C:22](=[O:46])[N:23]([C@H:33]2[CH2:38][CH2:37][C@H:36]([O:39][CH2:40][C:41]3([OH:45])[CH2:44][CH2:43][CH2:42]3)[CH2:35][CH2:34]2)[C:24]2[N:25]([N:30]=[CH:31][N:32]=2)[C:26]=1[CH2:27][CH2:28][CH3:29]. The catalyst class is: 13. (4) Reactant: C(OC([NH:8][C:9]1[C:10]([C:24]([NH:26][C:27]2[C:28]([N:37]3[CH2:42][C@H:41]([CH3:43])[C@@H:40]([OH:44])[C@H:39]([NH:45]C(=O)OC(C)(C)C)[CH2:38]3)=[C:29]3[CH2:35][CH2:34][CH:33]([OH:36])[C:30]3=[N:31][CH:32]=2)=[O:25])=[N:11][C:12]([C:16]2[C:21]([F:22])=[CH:20][CH:19]=[CH:18][C:17]=2[F:23])=[C:13]([F:15])[CH:14]=1)=O)(C)(C)C.C(O)(C(F)(F)F)=O. Product: [NH2:8][C:9]1[C:10]([C:24]([NH:26][C:27]2[C:28]([N:37]3[CH2:42][C@H:41]([CH3:43])[C@@H:40]([OH:44])[C@H:39]([NH2:45])[CH2:38]3)=[C:29]3[CH2:35][CH2:34][CH:33]([OH:36])[C:30]3=[N:31][CH:32]=2)=[O:25])=[N:11][C:12]([C:16]2[C:21]([F:22])=[CH:20][CH:19]=[CH:18][C:17]=2[F:23])=[C:13]([F:15])[CH:14]=1. The catalyst class is: 2. (5) Reactant: [CH3:1][C:2]1([CH3:33])[N:6]([CH2:7][C:8]2[C:17]3[C:12](=[CH:13][C:14]([O:18]C)=[CH:15][CH:16]=3)[N:11]=[CH:10][CH:9]=2)[C:5](=[O:20])[N:4]([C:21]2[CH:26]=[CH:25][C:24]([O:27][C:28]([F:31])([F:30])[F:29])=[CH:23][CH:22]=2)[C:3]1=[O:32].Cl.N1C=CC=CC=1.O. Product: [CH3:1][C:2]1([CH3:33])[N:6]([CH2:7][C:8]2[C:17]3[C:12](=[CH:13][C:14]([OH:18])=[CH:15][CH:16]=3)[N:11]=[CH:10][CH:9]=2)[C:5](=[O:20])[N:4]([C:21]2[CH:22]=[CH:23][C:24]([O:27][C:28]([F:30])([F:31])[F:29])=[CH:25][CH:26]=2)[C:3]1=[O:32]. The catalyst class is: 2.